From a dataset of NCI-60 drug combinations with 297,098 pairs across 59 cell lines. Regression. Given two drug SMILES strings and cell line genomic features, predict the synergy score measuring deviation from expected non-interaction effect. (1) Drug 1: CC1C(C(=O)NC(C(=O)N2CCCC2C(=O)N(CC(=O)N(C(C(=O)O1)C(C)C)C)C)C(C)C)NC(=O)C3=C4C(=C(C=C3)C)OC5=C(C(=O)C(=C(C5=N4)C(=O)NC6C(OC(=O)C(N(C(=O)CN(C(=O)C7CCCN7C(=O)C(NC6=O)C(C)C)C)C)C(C)C)C)N)C. Drug 2: CCC1=C2CN3C(=CC4=C(C3=O)COC(=O)C4(CC)O)C2=NC5=C1C=C(C=C5)O. Cell line: OVCAR3. Synergy scores: CSS=13.7, Synergy_ZIP=-3.14, Synergy_Bliss=2.38, Synergy_Loewe=-4.70, Synergy_HSA=0.503. (2) Drug 1: C1CCN(CC1)CCOC2=CC=C(C=C2)C(=O)C3=C(SC4=C3C=CC(=C4)O)C5=CC=C(C=C5)O. Drug 2: C(CC(=O)O)C(=O)CN.Cl. Cell line: MOLT-4. Synergy scores: CSS=21.7, Synergy_ZIP=1.40, Synergy_Bliss=8.39, Synergy_Loewe=7.38, Synergy_HSA=7.40. (3) Drug 1: C1CCN(CC1)CCOC2=CC=C(C=C2)C(=O)C3=C(SC4=C3C=CC(=C4)O)C5=CC=C(C=C5)O. Drug 2: CS(=O)(=O)CCNCC1=CC=C(O1)C2=CC3=C(C=C2)N=CN=C3NC4=CC(=C(C=C4)OCC5=CC(=CC=C5)F)Cl. Cell line: CCRF-CEM. Synergy scores: CSS=-8.71, Synergy_ZIP=3.31, Synergy_Bliss=-2.17, Synergy_Loewe=-11.5, Synergy_HSA=-9.59. (4) Drug 1: CS(=O)(=O)OCCCCOS(=O)(=O)C. Drug 2: C(CCl)NC(=O)N(CCCl)N=O. Cell line: IGROV1. Synergy scores: CSS=9.55, Synergy_ZIP=-2.99, Synergy_Bliss=-0.866, Synergy_Loewe=-5.32, Synergy_HSA=-1.14. (5) Drug 1: C1CN1P(=S)(N2CC2)N3CC3. Drug 2: C1C(C(OC1N2C=C(C(=O)NC2=O)F)CO)O. Cell line: SNB-75. Synergy scores: CSS=14.3, Synergy_ZIP=-2.41, Synergy_Bliss=1.80, Synergy_Loewe=-1.75, Synergy_HSA=2.89. (6) Drug 1: CC(CN1CC(=O)NC(=O)C1)N2CC(=O)NC(=O)C2. Drug 2: C1CCC(C(C1)N)N.C(=O)(C(=O)[O-])[O-].[Pt+4]. Cell line: CCRF-CEM. Synergy scores: CSS=69.3, Synergy_ZIP=-6.17, Synergy_Bliss=0.0503, Synergy_Loewe=-0.645, Synergy_HSA=2.77. (7) Drug 1: CC1CCC2CC(C(=CC=CC=CC(CC(C(=O)C(C(C(=CC(C(=O)CC(OC(=O)C3CCCCN3C(=O)C(=O)C1(O2)O)C(C)CC4CCC(C(C4)OC)O)C)C)O)OC)C)C)C)OC. Drug 2: C1CN1C2=NC(=NC(=N2)N3CC3)N4CC4. Cell line: NCI-H226. Synergy scores: CSS=7.52, Synergy_ZIP=-2.65, Synergy_Bliss=-0.944, Synergy_Loewe=-0.448, Synergy_HSA=-0.465.